Dataset: Forward reaction prediction with 1.9M reactions from USPTO patents (1976-2016). Task: Predict the product of the given reaction. (1) Given the reactants CS(O[CH:6]1[CH2:10][CH2:9][N:8]([CH2:11][C:12]2[CH:17]=[CH:16][CH:15]=[CH:14][CH:13]=2)[CH2:7]1)(=O)=O.C(=O)(O)[O-].[Na+].[C:23](#[N:25])C, predict the reaction product. The product is: [CH2:11]([N:8]1[CH2:9][CH2:10][CH:6]([C:23]#[N:25])[CH2:7]1)[C:12]1[CH:17]=[CH:16][CH:15]=[CH:14][CH:13]=1. (2) Given the reactants Cl[C:2]1[C:14]2[C:13]3[C:8](=[CH:9][CH:10]=[CH:11][C:12]=3[Cl:15])[NH:7][C:6]=2[N:5]=[C:4]([NH:16]C(=O)C(C)(C)C)[N:3]=1.[CH3:23][O:24][C:25]1[CH:32]=[CH:31][C:28]([NH:29][CH3:30])=[CH:27][CH:26]=1.C(O)(C)C.Cl, predict the reaction product. The product is: [Cl:15][C:12]1[CH:11]=[CH:10][CH:9]=[C:8]2[C:13]=1[C:14]1[C:2]([N:29]([C:28]3[CH:31]=[CH:32][C:25]([O:24][CH3:23])=[CH:26][CH:27]=3)[CH3:30])=[N:3][C:4]([NH2:16])=[N:5][C:6]=1[NH:7]2. (3) Given the reactants C[O:2][C:3]([C:5]1[S:6][CH:7]=[CH:8][C:9]=1[NH:10][NH2:11])=[O:4].C(N(CC)CC)C.C[O:20][C:21](=O)[N:22]=[C:23](SC)[C:24]([C:38]1[CH:39]=[N:40][C:41]([O:46][CH3:47])=[C:42]([O:44][CH3:45])[CH:43]=1)=[N:25][C:26]1[CH:31]=[CH:30][C:29]([C:32]2[N:36]=[C:35]([CH3:37])[O:34][N:33]=2)=[CH:28][CH:27]=1, predict the reaction product. The product is: [CH3:45][O:44][C:42]1[CH:43]=[C:38]([CH:24]([NH:25][C:26]2[CH:31]=[CH:30][C:29]([C:32]3[N:36]=[C:35]([CH3:37])[O:34][N:33]=3)=[CH:28][CH:27]=2)[C:23]2[NH:22][C:21](=[O:20])[N:10]([C:9]3[CH:8]=[CH:7][S:6][C:5]=3[C:3]([OH:2])=[O:4])[N:11]=2)[CH:39]=[N:40][C:41]=1[O:46][CH3:47].